The task is: Predict the product of the given reaction.. This data is from Forward reaction prediction with 1.9M reactions from USPTO patents (1976-2016). (1) Given the reactants [CH3:1][O:2][CH:3]([C:7]1[CH:12]=[CH:11][CH:10]=[CH:9][CH:8]=1)[C:4](Cl)=[O:5].[O:13]1[CH2:18][CH2:17][C:16](=[O:19])[CH2:15][CH2:14]1, predict the reaction product. The product is: [CH3:1][O:2][CH:3]([C:7]1[CH:12]=[CH:11][CH:10]=[CH:9][CH:8]=1)[C:4]([CH:15]1[C:16](=[O:19])[CH2:17][CH2:18][O:13][CH2:14]1)=[O:5]. (2) Given the reactants Br[C:2]1[N:7]=[C:6]([C:8]2[CH:13]=[CH:12][CH:11]=[CH:10][N:9]=2)[CH:5]=[CH:4][CH:3]=1.C([Sn](CCCC)(CCCC)[C:19]1[N:23]2[CH:24]=[CH:25][C:26]([C:28]([F:31])([F:30])[F:29])=[N:27][C:22]2=[N:21][CH:20]=1)CCC, predict the reaction product. The product is: [F:30][C:28]([F:29])([F:31])[C:26]1[CH:25]=[CH:24][N:23]2[C:19]([C:2]3[N:7]=[C:6]([C:8]4[CH:13]=[CH:12][CH:11]=[CH:10][N:9]=4)[CH:5]=[CH:4][CH:3]=3)=[CH:20][N:21]=[C:22]2[N:27]=1. (3) Given the reactants [CH3:1][N:2]1[CH2:7][CH2:6][NH:5][CH:4]([C:8]2[CH:13]=[CH:12][CH:11]=[CH:10][CH:9]=2)[CH2:3]1.C(N(CC)CC)C.[F:21][C:22]([F:33])([F:32])[C:23](O[C:23](=[O:24])[C:22]([F:33])([F:32])[F:21])=[O:24], predict the reaction product. The product is: [F:21][C:22]([F:33])([F:32])[C:23]([CH:3]1[CH:4]([C:8]2[CH:9]=[CH:10][CH:11]=[CH:12][CH:13]=2)[NH:5][CH2:6][CH2:7][N:2]1[CH3:1])=[O:24].